This data is from Forward reaction prediction with 1.9M reactions from USPTO patents (1976-2016). The task is: Predict the product of the given reaction. (1) The product is: [CH3:19][O:20][C:21](=[O:24])[CH2:22][NH:23][C:15](=[O:17])[C@H:13]([CH3:14])[NH:12][C:10](=[O:11])[CH2:9][C:4]1[CH:5]=[C:6]([F:8])[CH:7]=[C:2]([F:1])[CH:3]=1. Given the reactants [F:1][C:2]1[CH:3]=[C:4]([CH2:9][C:10]([NH:12][C@H:13]([C:15]([OH:17])=O)[CH3:14])=[O:11])[CH:5]=[C:6]([F:8])[CH:7]=1.Cl.[CH3:19][O:20][C:21](=[O:24])[CH2:22][NH2:23], predict the reaction product. (2) Given the reactants [NH:1]1[C:9]2[C:4](=[CH:5][CH:6]=[CH:7][CH:8]=2)[C:3]([CH2:10][C:11]([OH:13])=[O:12])=[N:2]1.[CH3:14]O, predict the reaction product. The product is: [NH:1]1[C:9]2[C:4](=[CH:5][CH:6]=[CH:7][CH:8]=2)[C:3]([CH2:10][C:11]([O:13][CH3:14])=[O:12])=[N:2]1. (3) Given the reactants C1C=C(Cl)C=C(C(OO)=[O:9])C=1.[S:12]([N:22]1[C:30]2[C:25](=[N:26][CH:27]=[CH:28][CH:29]=2)[CH:24]=[CH:23]1)([C:15]1[CH:21]=[CH:20][C:18]([CH3:19])=[CH:17][CH:16]=1)(=[O:14])=[O:13].C(OCC)(=O)C.C(=O)(O)[O-].[Na+], predict the reaction product. The product is: [S:12]([N:22]1[C:30]2[C:25](=[N+:26]([O-:9])[CH:27]=[CH:28][CH:29]=2)[CH:24]=[CH:23]1)([C:15]1[CH:21]=[CH:20][C:18]([CH3:19])=[CH:17][CH:16]=1)(=[O:14])=[O:13]. (4) Given the reactants Br[C:2]1[N:3]=[C:4]2[N:10]=[C:9]([C:11]3[CH:16]=[C:15]([O:17][C:18]4[CH:23]=[CH:22][C:21]([S:24]([CH3:27])(=[O:26])=[O:25])=[CH:20][CH:19]=4)[CH:14]=[C:13]([O:28][C@@H:29]([CH3:33])[CH2:30][O:31][CH3:32])[CH:12]=3)[NH:8][C:5]2=[N:6][CH:7]=1, predict the reaction product. The product is: [CH3:32][O:31][CH2:30][C@H:29]([CH3:33])[O:28][C:13]1[CH:12]=[C:11]([C:9]2[NH:8][C:5]3=[N:6][CH:7]=[CH:2][N:3]=[C:4]3[N:10]=2)[CH:16]=[C:15]([O:17][C:18]2[CH:23]=[CH:22][C:21]([S:24]([CH3:27])(=[O:25])=[O:26])=[CH:20][CH:19]=2)[CH:14]=1.